From a dataset of Catalyst prediction with 721,799 reactions and 888 catalyst types from USPTO. Predict which catalyst facilitates the given reaction. (1) Reactant: [CH2:1]([N:8]([CH2:16][C:17]1[CH:22]=[CH:21][CH:20]=[CH:19][CH:18]=1)[C@H:9]1[CH2:14][CH2:13][C@H:12]([OH:15])[CH2:11][CH2:10]1)[C:2]1[CH:7]=[CH:6][CH:5]=[CH:4][CH:3]=1.[H-].[Na+].Br[CH2:26][CH2:27][O:28][CH:29]1[CH2:34][CH2:33][CH2:32][CH2:31][O:30]1. Product: [CH2:16]([N:8]([CH2:1][C:2]1[CH:3]=[CH:4][CH:5]=[CH:6][CH:7]=1)[C@H:9]1[CH2:14][CH2:13][C@H:12]([O:15][CH2:26][CH2:27][O:28][CH:29]2[CH2:34][CH2:33][CH2:32][CH2:31][O:30]2)[CH2:11][CH2:10]1)[C:17]1[CH:22]=[CH:21][CH:20]=[CH:19][CH:18]=1. The catalyst class is: 39. (2) Reactant: [CH3:1][C:2]1[O:6][N:5]=[C:4]([C:7]2[CH:12]=[CH:11][CH:10]=[CH:9][CH:8]=2)[C:3]=1[CH2:13][OH:14].[H-].[Na+].Cl[C:18]1[CH:27]=[CH:26][C:21]([C:22]([O:24][CH3:25])=[O:23])=[CH:20][N:19]=1. Product: [CH3:25][O:24][C:22](=[O:23])[C:21]1[CH:26]=[CH:27][C:18]([O:14][CH2:13][C:3]2[C:4]([C:7]3[CH:12]=[CH:11][CH:10]=[CH:9][CH:8]=3)=[N:5][O:6][C:2]=2[CH3:1])=[N:19][CH:20]=1. The catalyst class is: 13. (3) Reactant: CO.O.[CH2:4]([O:6][C:7]([C:9]1[CH:10]=[N:11][NH:12][C:13]=1[N:14]1[C:18](=[O:19])[NH:17][C:16]([CH:20]([C:37]2[C:38]([F:49])=[C:39]3[C:44](=[C:45]([O:47][CH3:48])[CH:46]=2)[O:43][CH2:42][CH2:41][CH2:40]3)[NH:21][C:22]2[CH:27]=[CH:26][C:25]([C:28]3[N:32]=C(C(F)(F)F)O[N:29]=3)=[CH:24][CH:23]=2)=[N:15]1)=[O:8])[CH3:5]. Product: [CH2:4]([O:6][C:7]([C:9]1[CH:10]=[N:11][NH:12][C:13]=1[N:14]1[C:18](=[O:19])[NH:17][C:16]([CH:20]([NH:21][C:22]2[CH:27]=[CH:26][C:25]([C:28](=[NH:29])[NH2:32])=[CH:24][CH:23]=2)[C:37]2[C:38]([F:49])=[C:39]3[C:44](=[C:45]([O:47][CH3:48])[CH:46]=2)[O:43][CH2:42][CH2:41][CH2:40]3)=[N:15]1)=[O:8])[CH3:5]. The catalyst class is: 770. (4) Reactant: [Br:1][C:2]1[CH:21]=[C:20]2[C:5]([CH2:6][C:7]3([C:19]2=O)[CH2:16][CH2:15][C:14]2[C:9](=[CH:10][CH:11]=[C:12]([F:18])[C:13]=2[F:17])[CH2:8]3)=[CH:4][CH:3]=1.C[Si]([N:27]=[C:28]=[N:29][Si](C)(C)C)(C)C. Product: [Br:1][C:2]1[CH:21]=[C:20]2[C:5](=[CH:4][CH:3]=1)[CH2:6][C:7]1([CH2:16][CH2:15][C:14]3[C:9](=[CH:10][CH:11]=[C:12]([F:18])[C:13]=3[F:17])[CH2:8]1)/[C:19]/2=[N:29]/[C:28]#[N:27]. The catalyst class is: 388. (5) Reactant: [Cl:1][C:2]1[CH:3]=[C:4]([OH:11])[C:5](=[CH:9][CH:10]=1)[C:6]([OH:8])=[O:7].C(=O)([O-])[O-].[K+].[K+].S(OCC)(O[CH2:22][CH3:23])(=O)=O.[CH3:27][C:28](C)=O. Product: [Cl:1][C:2]1[CH:10]=[CH:9][C:5]([C:6]([O:8][CH2:22][CH3:23])=[O:7])=[C:4]([O:11][CH2:27][CH3:28])[CH:3]=1. The catalyst class is: 6. (6) Reactant: [OH:1][C:2]1[C:11]2[C:6](=[N:7][CH:8]=[CH:9][N:10]=2)[NH:5][C:4](=[O:12])[C:3]=1[C:13]1[O:17][N:16]=[C:15]([C:18]([F:21])([F:20])[F:19])[CH:14]=1.N1C=CC=CC=1.[C:28](Cl)(=[O:32])[CH:29]([CH3:31])[CH3:30]. The catalyst class is: 96. Product: [OH:12][C:4]1[C:3]([C:13]2[O:17][N:16]=[C:15]([C:18]([F:21])([F:20])[F:19])[CH:14]=2)=[C:2]([O:1][C:28](=[O:32])[CH:29]([CH3:31])[CH3:30])[C:11]2[C:6]([N:5]=1)=[N:7][CH:8]=[CH:9][N:10]=2.